From a dataset of Peptide-MHC class I binding affinity with 185,985 pairs from IEDB/IMGT. Regression. Given a peptide amino acid sequence and an MHC pseudo amino acid sequence, predict their binding affinity value. This is MHC class I binding data. The peptide sequence is IARIENEMK. The MHC is HLA-A03:01 with pseudo-sequence HLA-A03:01. The binding affinity (normalized) is 0.